This data is from NCI-60 drug combinations with 297,098 pairs across 59 cell lines. The task is: Regression. Given two drug SMILES strings and cell line genomic features, predict the synergy score measuring deviation from expected non-interaction effect. (1) Synergy scores: CSS=11.2, Synergy_ZIP=3.37, Synergy_Bliss=9.63, Synergy_Loewe=0.967, Synergy_HSA=2.04. Cell line: SK-MEL-5. Drug 2: CCN(CC)CCNC(=O)C1=C(NC(=C1C)C=C2C3=C(C=CC(=C3)F)NC2=O)C. Drug 1: C1CCC(CC1)NC(=O)N(CCCl)N=O. (2) Drug 1: CC1=C(C=C(C=C1)NC(=O)C2=CC=C(C=C2)CN3CCN(CC3)C)NC4=NC=CC(=N4)C5=CN=CC=C5. Drug 2: C1CCC(C(C1)N)N.C(=O)(C(=O)[O-])[O-].[Pt+4]. Cell line: CCRF-CEM. Synergy scores: CSS=16.8, Synergy_ZIP=-0.341, Synergy_Bliss=2.33, Synergy_Loewe=-10.7, Synergy_HSA=2.25.